This data is from NCI-60 drug combinations with 297,098 pairs across 59 cell lines. The task is: Regression. Given two drug SMILES strings and cell line genomic features, predict the synergy score measuring deviation from expected non-interaction effect. (1) Drug 1: CN(C)N=NC1=C(NC=N1)C(=O)N. Drug 2: CC1=C(C(=O)C2=C(C1=O)N3CC4C(C3(C2COC(=O)N)OC)N4)N. Cell line: HCT116. Synergy scores: CSS=48.3, Synergy_ZIP=0.501, Synergy_Bliss=-1.89, Synergy_Loewe=-17.7, Synergy_HSA=0.454. (2) Drug 1: C1C(C(OC1N2C=C(C(=O)NC2=O)F)CO)O. Drug 2: CS(=O)(=O)OCCCCOS(=O)(=O)C. Cell line: SK-OV-3. Synergy scores: CSS=4.88, Synergy_ZIP=-1.08, Synergy_Bliss=1.44, Synergy_Loewe=-5.69, Synergy_HSA=0.552. (3) Drug 1: C1=CC(=CC=C1CC(C(=O)O)N)N(CCCl)CCCl.Cl. Drug 2: CC1=C2C(C(=O)C3(C(CC4C(C3C(C(C2(C)C)(CC1OC(=O)C(C(C5=CC=CC=C5)NC(=O)C6=CC=CC=C6)O)O)OC(=O)C7=CC=CC=C7)(CO4)OC(=O)C)O)C)OC(=O)C. Cell line: ACHN. Synergy scores: CSS=34.0, Synergy_ZIP=-4.98, Synergy_Bliss=-2.38, Synergy_Loewe=-5.11, Synergy_HSA=-0.423. (4) Drug 1: CC1C(C(CC(O1)OC2CC(CC3=C2C(=C4C(=C3O)C(=O)C5=C(C4=O)C(=CC=C5)OC)O)(C(=O)CO)O)N)O.Cl. Drug 2: CC1=C(C(=O)C2=C(C1=O)N3CC4C(C3(C2COC(=O)N)OC)N4)N. Cell line: SN12C. Synergy scores: CSS=27.1, Synergy_ZIP=-0.924, Synergy_Bliss=0.374, Synergy_Loewe=-11.6, Synergy_HSA=-1.22. (5) Drug 1: C1=C(C(=O)NC(=O)N1)F. Drug 2: N.N.Cl[Pt+2]Cl. Cell line: RXF 393. Synergy scores: CSS=29.4, Synergy_ZIP=-4.65, Synergy_Bliss=-3.95, Synergy_Loewe=-3.43, Synergy_HSA=-2.82. (6) Drug 1: CN1CCC(CC1)COC2=C(C=C3C(=C2)N=CN=C3NC4=C(C=C(C=C4)Br)F)OC. Drug 2: CCCCC(=O)OCC(=O)C1(CC(C2=C(C1)C(=C3C(=C2O)C(=O)C4=C(C3=O)C=CC=C4OC)O)OC5CC(C(C(O5)C)O)NC(=O)C(F)(F)F)O. Cell line: HOP-92. Synergy scores: CSS=21.2, Synergy_ZIP=0.699, Synergy_Bliss=3.20, Synergy_Loewe=5.59, Synergy_HSA=5.50.